Predict the reaction yield, written as a fraction of the theoretical maximum amount of product (1.0 means a 100% yield; for example, 0.34 means a 34% yield). From a dataset of Reaction yield outcomes from USPTO patents with 853,638 reactions. The reactants are [CH3:1][O:2][C:3]1[CH:4]=[C:5]([CH2:11][CH2:12][CH2:13][CH2:14][OH:15])[CH:6]=[CH:7][C:8]=1[O:9][CH3:10].[CH3:16][S:17](Cl)(=[O:19])=[O:18]. The yield is 0.780. No catalyst specified. The product is [CH3:1][O:2][C:3]1[CH:4]=[C:5]([CH2:11][CH2:12][CH2:13][CH2:14][O:15][S:17]([CH3:16])(=[O:19])=[O:18])[CH:6]=[CH:7][C:8]=1[O:9][CH3:10].